This data is from Forward reaction prediction with 1.9M reactions from USPTO patents (1976-2016). The task is: Predict the product of the given reaction. (1) Given the reactants [F:1][C:2]1[C:3]([C:12]([F:15])([F:14])[F:13])=[CH:4][C:5]([N+:9]([O-:11])=[O:10])=[C:6]([NH2:8])[CH:7]=1.NC1C=CC(C(F)(F)F)=C(F)C=1.[N+]([O-])(O)=O.[OH-].[Na+].[CH3:34][C:35]([O:38][C:39](O[C:39]([O:38][C:35]([CH3:37])([CH3:36])[CH3:34])=[O:40])=[O:40])([CH3:37])[CH3:36].C(O)(C(F)(F)F)=O, predict the reaction product. The product is: [C:35]([O:38][C:39](=[O:40])[NH:8][C:6]1[CH:7]=[C:2]([F:1])[C:3]([C:12]([F:13])([F:14])[F:15])=[CH:4][C:5]=1[N+:9]([O-:11])=[O:10])([CH3:37])([CH3:36])[CH3:34]. (2) Given the reactants [Cl:1][C:2]1[CH:3]=[C:4]([CH:8]=[CH:9][CH:10]=1)[C:5](Cl)=[O:6].[N+:11]([C:14]1[CH:15]=[C:16]([CH:18]=[C:19]([O:21][C:22]2[CH:23]=[N:24][CH:25]=[CH:26][CH:27]=2)[CH:20]=1)[NH2:17])([O-:13])=[O:12].O, predict the reaction product. The product is: [Cl:1][C:2]1[CH:3]=[C:4]([CH:8]=[CH:9][CH:10]=1)[C:5]([NH:17][C:16]1[CH:18]=[C:19]([O:21][C:22]2[CH:23]=[N:24][CH:25]=[CH:26][CH:27]=2)[CH:20]=[C:14]([N+:11]([O-:13])=[O:12])[CH:15]=1)=[O:6].